This data is from Full USPTO retrosynthesis dataset with 1.9M reactions from patents (1976-2016). The task is: Predict the reactants needed to synthesize the given product. (1) Given the product [CH3:1][O:2][C:3]([C:5]1[C:6](=[O:17])[S:7][C:8]2[C:13]([C:14]=1[OH:15])=[CH:12][C:11]([C:21]1[CH:22]=[CH:23][CH:24]=[CH:25][C:20]=1[O:19][CH3:18])=[CH:10][CH:9]=2)=[O:4], predict the reactants needed to synthesize it. The reactants are: [CH3:1][O:2][C:3]([C:5]1[C:6](=[O:17])[S:7][C:8]2[C:13]([C:14]=1[OH:15])=[CH:12][C:11](Br)=[CH:10][CH:9]=2)=[O:4].[CH3:18][O:19][C:20]1[CH:25]=[CH:24][CH:23]=[CH:22][C:21]=1B(O)O. (2) Given the product [OH:26][NH:25][C:1](=[NH:2])[C:3]1[CH:4]=[C:5]2[C:9](=[CH:10][CH:11]=1)[N:8]([CH2:12][CH2:13][C:14]([O:16][CH2:17][CH3:18])=[O:15])[N:7]=[CH:6]2, predict the reactants needed to synthesize it. The reactants are: [C:1]([C:3]1[CH:4]=[C:5]2[C:9](=[CH:10][CH:11]=1)[N:8]([CH2:12][CH2:13][C:14]([O:16][CH2:17][CH3:18])=[O:15])[N:7]=[CH:6]2)#[N:2].C(=O)(O)[O-].[Na+].Cl.[NH2:25][OH:26]. (3) Given the product [C:17]([O:20][CH:21]([CH2:26][CH2:27][O:28][S:9]([CH3:8])(=[O:11])=[O:10])[C:22]([O:24][CH3:25])=[O:23])(=[O:19])[CH3:18], predict the reactants needed to synthesize it. The reactants are: C(N(CC)CC)C.[CH3:8][S:9](Cl)(=[O:11])=[O:10].C(Cl)(Cl)Cl.[C:17]([O:20][CH:21]([CH2:26][CH2:27][OH:28])[C:22]([O:24][CH3:25])=[O:23])(=[O:19])[CH3:18]. (4) Given the product [CH3:28][CH:25]1[CH2:24][N:23]([C:3]2[NH:2][C:6]3[CH:7]=[CH:8][CH:9]=[CH:10][C:5]=3[N:4]=2)[CH2:22][CH2:21][O:37]1, predict the reactants needed to synthesize it. The reactants are: C[N:2]1[C:6]2[CH:7]=[C:8](C#N)[CH:9]=[CH:10][C:5]=2[N:4]=[C:3]1CN1CCOCC1.Cl[CH2:21][C:22]1N(C)[C:25]2[CH:28]=C(C#N)C=C[C:24]=2[N:23]=1.N1CC[O:37]CC1. (5) Given the product [CH3:31][O:30][C:26]1[CH:25]=[C:24]([CH:29]=[CH:28][CH:27]=1)[CH2:23][NH:7][C:8]1[CH:9]=[N:10][CH:11]=[C:12]([CH2:14][C:15]2[CH:20]=[CH:19][CH:18]=[C:17]([O:21][CH3:22])[CH:16]=2)[CH:13]=1, predict the reactants needed to synthesize it. The reactants are: C(OC(=O)[N:7]([CH2:23][C:24]1[CH:29]=[CH:28][CH:27]=[C:26]([O:30][CH3:31])[CH:25]=1)[C:8]1[CH:9]=[N:10][CH:11]=[C:12]([CH2:14][C:15]2[CH:20]=[CH:19][CH:18]=[C:17]([O:21][CH3:22])[CH:16]=2)[CH:13]=1)(C)(C)C. (6) Given the product [C:19]1([CH3:22])[CH:20]=[CH:21][C:16]([C:2]#[C:1][C:3]2[CH:8]=[CH:7][C:6]([CH2:9][CH2:10][C:11]([O:13][CH3:14])=[O:12])=[CH:5][CH:4]=2)=[CH:17][CH:18]=1, predict the reactants needed to synthesize it. The reactants are: [C:1]([C:3]1[CH:8]=[CH:7][C:6]([CH2:9][CH2:10][C:11]([O:13][CH3:14])=[O:12])=[CH:5][CH:4]=1)#[CH:2].I[C:16]1[CH:21]=[CH:20][C:19]([CH3:22])=[CH:18][CH:17]=1. (7) The reactants are: Cl[C:2]1[CH:9]=[C:8]([CH3:10])[C:5]([C:6]#[N:7])=[C:4]([S:11]([CH2:13][CH3:14])=[O:12])[CH:3]=1.[NH:15]1[CH2:20][CH2:19][O:18][CH2:17][CH2:16]1.C(=O)([O-])[O-].[K+].[K+]. Given the product [CH2:13]([S:11]([C:4]1[CH:3]=[C:2]([N:15]2[CH2:20][CH2:19][O:18][CH2:17][CH2:16]2)[CH:9]=[C:8]([CH3:10])[C:5]=1[C:6]#[N:7])=[O:12])[CH3:14], predict the reactants needed to synthesize it.